The task is: Regression/Classification. Given a drug SMILES string, predict its absorption, distribution, metabolism, or excretion properties. Task type varies by dataset: regression for continuous measurements (e.g., permeability, clearance, half-life) or binary classification for categorical outcomes (e.g., BBB penetration, CYP inhibition). Dataset: cyp2c19_veith.. This data is from CYP2C19 inhibition data for predicting drug metabolism from PubChem BioAssay. (1) The molecule is COCC(=O)N1CCC2(CC1)CN(c1ccccn1)C2. The result is 0 (non-inhibitor). (2) The drug is CC(=O)NCCNc1ncnc2ccc(-c3cccc(NS(C)(=O)=O)c3)cc12. The result is 0 (non-inhibitor). (3) The result is 0 (non-inhibitor). The drug is COc1ccc(/C=C(/C#N)C(=O)NC2CCCCC2)cc1Br. (4) The drug is Cc1cc2c(c(=O)o1)[C@@H](O)[C@H]1O[C@@H]1C2=O. The result is 0 (non-inhibitor). (5) The result is 1 (inhibitor). The molecule is C[C@H](NCCC(c1ccccc1)c1ccccc1)c1ccccc1. (6) The compound is COc1ccccc1-c1cc(NCc2cnc(C)cn2)ncn1. The result is 1 (inhibitor). (7) The compound is CCCCOc1ccccc1N. The result is 1 (inhibitor). (8) The drug is COc1ccc(F)cc1S(=O)(=O)NC(Cc1ccccc1)C(N)=O. The result is 1 (inhibitor). (9) The drug is CN1C(=O)CCS(=O)(=O)[C@@H]1c1ccc(Cl)cc1. The result is 0 (non-inhibitor). (10) The compound is CN=C1N[C@H](c2ccccc2)N(c2ccccc2)S1. The result is 0 (non-inhibitor).